Predict the reactants needed to synthesize the given product. From a dataset of Full USPTO retrosynthesis dataset with 1.9M reactions from patents (1976-2016). (1) The reactants are: [CH:1]([O:4][C:5]([N:7]1[CH2:12][CH2:11][CH:10]([O:13][C:14]2[C:19]([O:20][CH3:21])=[C:18]([NH:22][C:23]3[C:24]([CH3:33])=[N:25][C:26]([CH2:29][C:30](O)=[O:31])=[CH:27][CH:28]=3)[N:17]=[CH:16][N:15]=2)[CH2:9][CH2:8]1)=[O:6])([CH3:3])[CH3:2].[H-].[Al+3].[Li+].[H-].[H-].[H-]. Given the product [CH:1]([O:4][C:5]([N:7]1[CH2:12][CH2:11][CH:10]([O:13][C:14]2[C:19]([O:20][CH3:21])=[C:18]([NH:22][C:23]3[C:24]([CH3:33])=[N:25][C:26]([CH2:29][CH2:30][OH:31])=[CH:27][CH:28]=3)[N:17]=[CH:16][N:15]=2)[CH2:9][CH2:8]1)=[O:6])([CH3:2])[CH3:3], predict the reactants needed to synthesize it. (2) Given the product [Cl:3][C:4]1[N:5]=[C:6]([Cl:13])[C:7]2[CH:12]=[CH:11][N:10]([CH3:14])[C:8]=2[N:9]=1, predict the reactants needed to synthesize it. The reactants are: [H-].[Na+].[Cl:3][C:4]1[N:5]=[C:6]([Cl:13])[C:7]2[CH:12]=[CH:11][NH:10][C:8]=2[N:9]=1.[CH3:14]I.O. (3) Given the product [F:1][C:2]1[CH:23]=[C:22]([C:27]#[C:26][CH2:25][OH:28])[CH:21]=[CH:20][C:3]=1[NH:4][C:5]1[C:6]([C:13]([NH:15][CH2:16][CH2:17][CH2:18][OH:19])=[O:14])=[CH:7][N:8]([CH3:12])[C:9](=[O:11])[CH:10]=1, predict the reactants needed to synthesize it. The reactants are: [F:1][C:2]1[CH:23]=[C:22](I)[CH:21]=[CH:20][C:3]=1[NH:4][C:5]1[C:6]([C:13]([NH:15][CH2:16][CH2:17][CH2:18][OH:19])=[O:14])=[CH:7][N:8]([CH3:12])[C:9](=[O:11])[CH:10]=1.[CH2:25]([OH:28])[C:26]#[CH:27].